Dataset: Experimentally validated miRNA-target interactions with 360,000+ pairs, plus equal number of negative samples. Task: Binary Classification. Given a miRNA mature sequence and a target amino acid sequence, predict their likelihood of interaction. (1) The miRNA is mmu-miR-541-5p with sequence AAGGGAUUCUGAUGUUGGUCACACU. The protein sequence of the target gene is MASVKVAVRVRPMNRREKDLEAKFIIQMEKSKTTITNLKIPEGGTGDSGRERTKTFTYDFSFYSADTKSPDYVSQEMVFKTLGTDVVKSAFEGYNACVFAYGQTGSGKSYTMMGNSGDSGLIPRICEALFSRINETTRWDEASFRTEVSYLEIYNERVRDLLRRKSSKTFNLRVREHPKEGPYVEDLSKHLVQNYSDVEELMDAGNINRTTAATGMNDVSSRSHAIFTIKFTQAKFDAEMPCETVSKIHLVDLAGSERADATGATGVRLKEGGNINKSLVTLGNVISALADLSQDAANPL.... Result: 1 (interaction). (2) Result: 1 (interaction). The miRNA is hsa-miR-5193 with sequence UCCUCCUCUACCUCAUCCCAGU. The protein sequence of the target gene is MRLTGPWKLWLWMSIFLLPASTSVTVRDKTEESCPILRIEGHQLTYDNINKLEVSGFDLGDSFSLRRAFCESDKTCFKLGSALLIRDTIKIFPKGLPEEYSVAAMFRVRRNAKKERWFLWQVLNQQNIPQISIVVDGGKKVVEFMFQATEGDVLNYIFRNRELRPLFDRQWHKLGISIQSQVISLYMDCNLIARRQTDEKDTVDFHGRTVIATRASDGKPVDIELHQLKIYCSANLIAQETCCEISDTKCPEQDGFGNIASSWVTAHASKMSSYLPAKQELKDQCQCIPNKGEAGLPGAP.... (3) The miRNA is mmu-miR-465a-3p with sequence GAUCAGGGCCUUUCUAAGUAGA. The protein sequence of the target gene is MAAAAALSGAGAPPAGGGAGGGGSPPGGWAVARLEGREFEYLMKKRSVTIGRNSSQGSVDVSMGHSSFISRRHLEIFTPPGGGHSAAAPEPAQPRPDAGGDFYLRCLGKNGVFVDGVFQRRGAPPLQLPRVCTFRFPSTNIKITFTALSSEKREKQEAPESPVKPVQPHISPLTINIPDTMAHLISPLPSPTGTISAANSCPSSPRGAGSSGYKVGRVMPSDLSLMADNSQPENEKEASGGDSPKDDSKPPYSYAQLIVQAITMAPDKQLTLNGIYTHITKNYPYYRTADKGWQNSIRHN.... Result: 1 (interaction). (4) The miRNA is mmu-miR-344g-5p with sequence AGUCAGGCUCCUGGCAGGAGU. The protein sequence of the target gene is MLKSKTFLKKTRAGGVMKIVREHYLRDDIGCGAPGCAACGGAHEGPALEPQPQDPASSVCPQPHYLLPDTNVLLHQIDVLEDPAIRNVIVLQTVLQEVRNRSAPVYKRIRDVTNNQEKHFYTFTNEHHRETYVEQEQGENANDRNDRAIRVAAKWYNEHLKKMSADNQLQVIFITNDRRNKEKAIEEGIPAFTCEEYVKSLTANPELIDRLACLSEEGNEIESGKIIFSEHLPLSKLQQGIKSGTYLQGTFRASRENYLEATVWIHGDNEENKEIILQGLKHLNRAVHEDIVAVELLPKS.... Result: 0 (no interaction). (5) Result: 1 (interaction). The miRNA is hsa-miR-6865-5p with sequence UAGGUGGCAGAGGAGGGACUUCA. The protein sequence of the target gene is MGSRGQGLLLAYCLLLAFASGLVLSRVPHVQGEQQEWEGTEELPSPPDHAERAEEQHEKYRPSQDQGLPASRCLRCCDPGTSMYPATAVPQINITILKGEKGDRGDRGLQGKYGKTGSAGARGHTGPKGQKGSMGAPGERCKSHYAAFSVGRKKPMHSNHYYQTVIFDTEFVNLYDHFNMFTGKFYCYVPGLYFFSLNVHTWNQKETYLHIMKNEEEVVILFAQVGDRSIMQSQSLMLELREQDQVWVRLYKGERENAIFSEELDTYITFSGYLVKHATEP. (6) The miRNA is hsa-miR-1244 with sequence AAGUAGUUGGUUUGUAUGAGAUGGUU. The protein sequence of the target gene is MSEPGGGGGEDGSAGLEVSAVQNVADVSVLQKHLRKLVPLLLEDGGEAPAALEAALEEKSALEQMRKFLSDPQVHTVLVERSTLKEDVGDEGEEEKEFISYNINIDIHYGVKSNSLAFIKRTPVIDADKPVSSQLRVLTLSEDSPYETLHSFISNAVAPFFKSYIRESGKADRDGDKMAPSVEKKIAELEMGLLHLQQNIEIPEISLPIHPMITNVAKQCYERGEKPKVTDFGDKVEDPTFLNQLQSGVNRWIREIQKVTKLDRDPASGTALQEISFWLNLERALYRIQEKRESPEVLLT.... Result: 0 (no interaction). (7) The miRNA is mmu-miR-433-3p with sequence AUCAUGAUGGGCUCCUCGGUGU. The protein sequence of the target gene is MSGTEEAILGGRDSHPAAGGGSVLCFGQCQYTAEEYQAIQKALRQRLGPEYISSRMAGGGQKVCYIEGHRVINLANEMFGYNGWAHSITQQNVDFVDLNNGKFYVGVCAFVRVQLKDGSYHEDVGYGVSEGLKSKALSLEKARKEAVTDGLKRALRSFGNALGNCILDKDYLRSLNKLPRQLPLEVDLTKAKRQDLEPSVEEARYNSCRPNMALGHPQLQQVTSPSRPSHAVIPADQDCSSRSLSSSAVESEATHQRKLRQKQLQQQFRERMEKQQVRVSTPSAEKSEAAPPAPPVTHST.... Result: 0 (no interaction). (8) The miRNA is mmu-miR-138-5p with sequence AGCUGGUGUUGUGAAUCAGGCCG. The protein sequence of the target gene is MMSFGSADALLGAPFAPLHGGGSLHYSLSRKAGPGGTRSAAGSSSGFHSWARTSVSSVSASPSRFRGAASSTDSLDTLSNGPEGCVVAAVAARSEKEQLQALNDRFAGYIDKVRQLEAHNRSLEGEAAALRQQQAGRAAMGELYEREVREMRGAVLRLGAARGQLRLEQEHLLEDIAHVRQRLDEEARQREEAEAAARALARFAQEAEAARVELQKKAQALQEECGYLRRHHQEEVGELLGQIQGCGAAQAQAQAEARDALKCDVTSALREIRAQLEGHAVQSTLQSEEWFRVRLDRLSE.... Result: 0 (no interaction).